Dataset: Forward reaction prediction with 1.9M reactions from USPTO patents (1976-2016). Task: Predict the product of the given reaction. Given the reactants Br[C:2]1[CH:18]=[CH:17][C:5]2[S:6][CH:7]=[C:8]([CH2:9][CH2:10][C:11]3[CH:16]=[CH:15][CH:14]=[CH:13][CH:12]=3)[C:4]=2[CH:3]=1.C([Li])CCC.[CH2:24]([O:31][C@@H:32]1[C@@H:38]([O:39][CH2:40][C:41]2[CH:46]=[CH:45][CH:44]=[CH:43][CH:42]=2)[C@H:37]([O:47][CH2:48][C:49]2[CH:54]=[CH:53][CH:52]=[CH:51][CH:50]=2)[C@@H:36]([CH2:55][O:56][CH2:57][C:58]2[CH:63]=[CH:62][CH:61]=[CH:60][CH:59]=2)[O:35][C:33]1=[O:34])[C:25]1[CH:30]=[CH:29][CH:28]=[CH:27][CH:26]=1.[Cl-].[NH4+], predict the reaction product. The product is: [CH2:24]([O:31][C@@H:32]1[C@@H:38]([O:39][CH2:40][C:41]2[CH:46]=[CH:45][CH:44]=[CH:43][CH:42]=2)[C@H:37]([O:47][CH2:48][C:49]2[CH:50]=[CH:51][CH:52]=[CH:53][CH:54]=2)[C@@H:36]([CH2:55][O:56][CH2:57][C:58]2[CH:59]=[CH:60][CH:61]=[CH:62][CH:63]=2)[O:35][C:33]1([C:2]1[CH:18]=[CH:17][C:5]2[S:6][CH:7]=[C:8]([CH2:9][CH2:10][C:11]3[CH:16]=[CH:15][CH:14]=[CH:13][CH:12]=3)[C:4]=2[CH:3]=1)[OH:34])[C:25]1[CH:26]=[CH:27][CH:28]=[CH:29][CH:30]=1.